Dataset: Forward reaction prediction with 1.9M reactions from USPTO patents (1976-2016). Task: Predict the product of the given reaction. (1) Given the reactants Cl[CH2:2][C:3]1[N:4]=[C:5]([C:8]2[CH:13]=[CH:12][C:11]([O:14][CH3:15])=[CH:10][CH:9]=2)[S:6][CH:7]=1.[NH:16]1[CH:20]=[CH:19][N:18]=[CH:17]1.[I-].[K+].[OH-].[Na+], predict the reaction product. The product is: [CH3:15][O:14][C:11]1[CH:12]=[CH:13][C:8]([C:5]2[S:6][CH:7]=[C:3]([CH2:2][N:16]3[CH:20]=[CH:19][N:18]=[CH:17]3)[N:4]=2)=[CH:9][CH:10]=1. (2) Given the reactants [F:1][C:2]1[CH:7]=[CH:6][CH:5]=[CH:4][C:3]=1[NH:8][C:9]1[O:13][C:12]([C:14]([NH:16][CH:17]2[CH2:22][CH2:21][NH:20][CH2:19][CH2:18]2)=[O:15])=[N:11][N:10]=1.Cl[C:24]1[N+:29]([O-:30])=[CH:28][C:27]([CH2:31][C:32]([O:34][CH3:35])=[O:33])=[CH:26][CH:25]=1.C(=O)([O-])O.[Na+], predict the reaction product. The product is: [F:1][C:2]1[CH:7]=[CH:6][CH:5]=[CH:4][C:3]=1[NH:8][C:9]1[O:13][C:12]([C:14]([NH:16][CH:17]2[CH2:18][CH2:19][N:20]([C:24]3[N+:29]([O-:30])=[CH:28][C:27]([CH2:31][C:32]([O:34][CH3:35])=[O:33])=[CH:26][CH:25]=3)[CH2:21][CH2:22]2)=[O:15])=[N:11][N:10]=1. (3) The product is: [F:22][C:23]([F:32])([F:33])[C:24]1[CH:31]=[CH:30][CH:29]=[CH:28][C:25]=1[CH2:26][NH:27][CH2:18][C:17]1[CH:20]=[CH:21][C:14]([C:12]2[O:11][N:10]=[C:9]([CH2:1][CH2:2][CH2:3][CH2:4][CH2:5][CH2:6][CH2:7][CH3:8])[N:13]=2)=[CH:15][CH:16]=1. Given the reactants [CH2:1]([C:9]1[N:13]=[C:12]([C:14]2[CH:21]=[CH:20][C:17]([CH:18]=O)=[CH:16][CH:15]=2)[O:11][N:10]=1)[CH2:2][CH2:3][CH2:4][CH2:5][CH2:6][CH2:7][CH3:8].[F:22][C:23]([F:33])([F:32])[C:24]1[CH:31]=[CH:30][CH:29]=[CH:28][C:25]=1[CH2:26][NH2:27], predict the reaction product. (4) Given the reactants C([NH:5][S:6]([C:9]1[S:10][C:11]([C:14]2[N:19]=[C:18]([C:20]3[CH:25]=[C:24]([C:26]4[CH:31]=[CH:30][C:29]([C:32]([F:35])([F:34])[F:33])=[CH:28][CH:27]=4)[CH:23]=[C:22]([CH3:36])[N:21]=3)[CH:17]=[CH:16][CH:15]=2)=[CH:12][CH:13]=1)(=[O:8])=[O:7])(C)(C)C.C(O)(C(F)(F)F)=O, predict the reaction product. The product is: [CH3:36][C:22]1[N:21]=[C:20]([C:18]2[CH:17]=[CH:16][CH:15]=[C:14]([C:11]3[S:10][C:9]([S:6]([NH2:5])(=[O:8])=[O:7])=[CH:13][CH:12]=3)[N:19]=2)[CH:25]=[C:24]([C:26]2[CH:31]=[CH:30][C:29]([C:32]([F:34])([F:33])[F:35])=[CH:28][CH:27]=2)[CH:23]=1. (5) Given the reactants C(O)C.[C:4]([OH:15])(=[O:14])/[CH:5]=[CH:6]/[C:7]1[CH:12]=[CH:11][C:10]([OH:13])=[CH:9][CH:8]=1.Cl[CH2:17][CH2:18][CH2:19][CH2:20][CH2:21][CH2:22][OH:23].[OH-].[K+], predict the reaction product. The product is: [OH:23][CH2:22][CH2:21][CH2:20][CH2:19][CH2:18][CH2:17][O:13][C:10]1[CH:11]=[CH:12][C:7]([CH:6]=[CH:5][C:4]([OH:15])=[O:14])=[CH:8][CH:9]=1. (6) Given the reactants C1C(=O)N([Br:8])C(=O)C1.[CH2:9]([CH:11]([CH2:29][CH2:30][CH2:31][CH3:32])[CH2:12][O:13][C:14]1[CH:19]=[CH:18][CH:17]=[CH:16][C:15]=1[O:20][CH2:21][CH:22]([CH2:27][CH3:28])[CH2:23][CH2:24][CH2:25][CH3:26])[CH3:10].CN(C=O)C, predict the reaction product. The product is: [Br:8][C:18]1[CH:17]=[CH:16][C:15]([O:20][CH2:21][CH:22]([CH2:27][CH3:28])[CH2:23][CH2:24][CH2:25][CH3:26])=[C:14]([O:13][CH2:12][CH:11]([CH2:9][CH3:10])[CH2:29][CH2:30][CH2:31][CH3:32])[CH:19]=1. (7) Given the reactants [N:1]1[CH:6]=[CH:5][CH:4]=[C:3]([CH2:7][C:8]2[CH:9]=[N:10][CH:11]=[CH:12][CH:13]=2)[CH:2]=1.[Li+].CC([N-]C(C)C)C.[CH3:22][N:23]([C:32]1[CH:33]=[N:34][CH:35]=[CH:36][CH:37]=1)[C:24]1[N:31]=[CH:30][CH:29]=[CH:28][C:25]=1[CH:26]=[O:27], predict the reaction product. The product is: [CH3:22][N:23]([C:32]1[CH:33]=[N:34][CH:35]=[CH:36][CH:37]=1)[C:24]1[C:25]([CH:26]([OH:27])[CH:7]([C:8]2[CH:9]=[N:10][CH:11]=[CH:12][CH:13]=2)[C:3]2[CH:2]=[N:1][CH:6]=[CH:5][CH:4]=2)=[CH:28][CH:29]=[CH:30][N:31]=1.